Dataset: Forward reaction prediction with 1.9M reactions from USPTO patents (1976-2016). Task: Predict the product of the given reaction. (1) The product is: [OH:1][C:2]1[CH:11]=[C:10]([O:12][CH2:35][CH2:34][O:33][CH3:32])[CH:9]=[CH:8][C:3]=1[C:4]([O:6][CH3:7])=[O:5]. Given the reactants [OH:1][C:2]1[CH:11]=[C:10]([OH:12])[CH:9]=[CH:8][C:3]=1[C:4]([O:6][CH3:7])=[O:5].C1(P(C2C=CC=CC=2)C2C=CC=CC=2)C=CC=CC=1.[CH3:32][O:33][CH2:34][CH2:35]O.N(C(OCC)=O)=NC(OCC)=O, predict the reaction product. (2) Given the reactants [AlH](CC(C)C)CC(C)C.[F:10][C:11]1[CH:12]=[CH:13][C:14]2[C:15]3[CH2:24][CH2:23][NH:22][C:21](=O)[CH2:20][C:16]=3[NH:17][C:18]=2[CH:19]=1, predict the reaction product. The product is: [F:10][C:11]1[CH:12]=[CH:13][C:14]2[C:15]3[CH2:24][CH2:23][NH:22][CH2:21][CH2:20][C:16]=3[NH:17][C:18]=2[CH:19]=1. (3) Given the reactants [C:1]([O:5][C:6]([NH:8][CH:9]([CH2:13][C:14]1[C:22]2[C:17](=[CH:18][CH:19]=[C:20]([N+:23]([O-:25])=[O:24])[CH:21]=2)[NH:16][CH:15]=1)[C:10]([OH:12])=O)=[O:7])([CH3:4])([CH3:3])[CH3:2].[NH:26]1[CH2:33][CH2:32][CH2:31][C@H:27]1[C:28]([NH2:30])=[O:29].C(N=C=NCCCN(C)C)C.ON1C2C=CC=CC=2N=N1.C(N(C(C)C)CC)(C)C, predict the reaction product. The product is: [C:1]([O:5][C:6](=[O:7])[NH:8][CH:9]([CH2:13][C:14]1[C:22]2[C:17](=[CH:18][CH:19]=[C:20]([N+:23]([O-:25])=[O:24])[CH:21]=2)[NH:16][CH:15]=1)[C:10]([N:26]1[CH2:33][CH2:32][CH2:31][CH:27]1[C:28](=[O:29])[NH2:30])=[O:12])([CH3:2])([CH3:4])[CH3:3]. (4) Given the reactants [Cl:1][C:2]1[CH:3]=[C:4]([CH2:9][C:10]#[N:11])[CH:5]=[CH:6][C:7]=1[Cl:8].Br[CH:13](Cl)[CH3:14].[OH-].[Na+], predict the reaction product. The product is: [Cl:1][C:2]1[CH:3]=[C:4]([C:9]2([C:10]#[N:11])[CH2:14][CH2:13]2)[CH:5]=[CH:6][C:7]=1[Cl:8]. (5) Given the reactants [N+:1]([C:4]1[CH:5]=[C:6]2[C:10](=[CH:11][CH:12]=1)[NH:9][N:8]=[CH:7]2)([O-:3])=[O:2].Cl.Cl[CH2:15][C:16]1[CH:21]=[CH:20][CH:19]=[CH:18][N:17]=1.C(=O)([O-])[O-].[K+].[K+].O, predict the reaction product. The product is: [N+:1]([C:4]1[CH:5]=[C:6]2[C:10](=[CH:11][CH:12]=1)[N:9]([CH2:15][C:16]1[CH:21]=[CH:20][CH:19]=[CH:18][N:17]=1)[N:8]=[CH:7]2)([O-:3])=[O:2].